This data is from Catalyst prediction with 721,799 reactions and 888 catalyst types from USPTO. The task is: Predict which catalyst facilitates the given reaction. (1) Reactant: [O:1]1[C:5]2([CH2:10][CH2:9][CH:8]([CH:11]3[CH2:16][CH2:15][NH:14][CH2:13][CH2:12]3)[CH2:7][CH2:6]2)OCC1.C(=O)(O)[O-].[Na+].[C:22](O[C:22]([O:24][C:25]([CH3:28])([CH3:27])[CH3:26])=[O:23])([O:24][C:25]([CH3:28])([CH3:27])[CH3:26])=[O:23]. Product: [O:1]=[C:5]1[CH2:6][CH2:7][CH:8]([CH:11]2[CH2:12][CH2:13][N:14]([C:22]([O:24][C:25]([CH3:28])([CH3:27])[CH3:26])=[O:23])[CH2:15][CH2:16]2)[CH2:9][CH2:10]1. The catalyst class is: 7. (2) Product: [CH2:16]([O:15][C:13](=[O:14])[CH2:12][NH:10][C:3]1[C:4]([CH3:9])=[CH:5][C:6]([CH3:8])=[CH:7][C:2]=1[CH3:1])[CH3:17]. The catalyst class is: 95. Reactant: [CH3:1][C:2]1[CH:7]=[C:6]([CH3:8])[CH:5]=[C:4]([CH3:9])[C:3]=1[NH2:10].Cl[CH2:12][C:13]([O:15][CH2:16][CH3:17])=[O:14].C(=O)([O-])[O-].[K+].[K+].[I-].[Na+]. (3) Reactant: Cl[C:2]1[N:7]=[CH:6][N:5]=[C:4]([C:8]([NH:10][C:11]2[CH:16]=[CH:15][C:14]([S:17](=[O:21])(=[O:20])[NH:18][CH3:19])=[CH:13][C:12]=2[CH3:22])=[O:9])[CH:3]=1.C(NC(C)C)(C)C.[CH:30]1([CH2:33][NH:34][CH:35]2[CH2:40][CH2:39][CH2:38][CH2:37][CH2:36]2)[CH2:32][CH2:31]1. Product: [CH:35]1([N:34]([CH2:33][CH:30]2[CH2:31][CH2:32]2)[C:2]2[N:7]=[CH:6][N:5]=[C:4]([C:8]([NH:10][C:11]3[CH:16]=[CH:15][C:14]([S:17]([NH:18][CH3:19])(=[O:21])=[O:20])=[CH:13][C:12]=3[CH3:22])=[O:9])[CH:3]=2)[CH2:36][CH2:37][CH2:38][CH2:39][CH2:40]1. The catalyst class is: 8. (4) Reactant: [Cl:1][C:2]1[CH:3]=[CH:4][C:5]([CH2:8][CH2:9][C:10]2[CH:15]=[CH:14][N:13]([C:16]3[CH:21]=[CH:20][C:19]4[C:22]5[CH2:23][N:24](C(OC(C)(C)C)=O)[CH2:25][CH2:26][C:27]=5[O:28][C:18]=4[CH:17]=3)[C:12](=[O:36])[N:11]=2)=[N:6][CH:7]=1.Cl. Product: [Cl:1][C:2]1[CH:3]=[CH:4][C:5]([CH2:8][CH2:9][C:10]2[CH:15]=[CH:14][N:13]([C:16]3[CH:21]=[CH:20][C:19]4[C:22]5[CH2:23][NH:24][CH2:25][CH2:26][C:27]=5[O:28][C:18]=4[CH:17]=3)[C:12](=[O:36])[N:11]=2)=[N:6][CH:7]=1. The catalyst class is: 275. (5) Reactant: [NH2:1][C:2]1[CH:7]=[C:6](Cl)[CH:5]=[CH:4][N:3]=1.[CH:9]1[C:14]([N+:15]([O-:17])=[O:16])=[CH:13][CH:12]=[C:11]([OH:18])[CH:10]=1.CCN(C(C)C)C(C)C.CN1CCCC1=O. Product: [NH2:1][C:2]1[CH:7]=[C:6]([O:18][C:11]2[CH:10]=[CH:9][C:14]([N+:15]([O-:17])=[O:16])=[CH:13][CH:12]=2)[CH:5]=[CH:4][N:3]=1. The catalyst class is: 6. (6) Product: [Cl:7][C:8]1[CH:9]=[C:10]([CH:15]=[CH:16][C:17]=1[O:18][CH2:3][C:2]([F:6])([F:5])[F:1])[C:11]([O:13][CH3:14])=[O:12]. Reactant: [F:1][C:2]([F:6])([F:5])[CH2:3]I.[Cl:7][C:8]1[CH:9]=[C:10]([CH:15]=[CH:16][C:17]=1[OH:18])[C:11]([O:13][CH3:14])=[O:12].C(=O)([O-])[O-].[K+].[K+]. The catalyst class is: 9. (7) Reactant: [OH:1][C:2]1[CH:31]=[CH:30][C:5]([CH2:6][C:7]2[CH:8]=[C:9]3[C:14](=[C:15]4[N:20]([CH3:21])[CH2:19][CH:18]=[CH:17][C:16]=24)[N:13]=[CH:12][N:11]([C@H:22]2[CH2:27][CH2:26][CH2:25][CH2:24][C@@H:23]2[OH:28])[C:10]3=[O:29])=[CH:4][CH:3]=1.C(N(CC)CC)C.[CH3:39][N:40]([CH3:44])[C:41](Cl)=[O:42]. Product: [CH3:39][N:40]([CH3:44])[C:41](=[O:42])[O:1][C:2]1[CH:3]=[CH:4][C:5]([CH2:6][C:7]2[CH:8]=[C:9]3[C:14](=[C:15]4[N:20]([CH3:21])[CH2:19][CH:18]=[CH:17][C:16]=24)[N:13]=[CH:12][N:11]([C@H:22]2[CH2:27][CH2:26][CH2:25][CH2:24][C@@H:23]2[OH:28])[C:10]3=[O:29])=[CH:30][CH:31]=1. The catalyst class is: 4. (8) Reactant: [Cl:1][C:2]1[CH:7]=[CH:6][C:5]([CH2:8][C:9](Cl)=[O:10])=[CH:4][CH:3]=1.[NH2:12][C:13](=[N:19]O)[C:14]([O:16][CH2:17][CH3:18])=[O:15].C(N(CC)C(C)C)(C)C.O. Product: [Cl:1][C:2]1[CH:7]=[CH:6][C:5]([CH2:8][C:9]2[O:10][N:19]=[C:13]([C:14]([O:16][CH2:17][CH3:18])=[O:15])[N:12]=2)=[CH:4][CH:3]=1. The catalyst class is: 4. (9) Reactant: Cl[C:2]1[C:7]([CH:8]([CH2:13][CH2:14][CH3:15])[C:9]([O:11][CH3:12])=[O:10])=[C:6]([CH3:16])[N:5]=[C:4]([C:17]2[CH:22]=[CH:21][CH:20]=[CH:19][CH:18]=2)[N:3]=1.C(N(CC)C(C)C)(C)C.[NH:32]1[C:40]2[C:35](=[CH:36][CH:37]=[C:38](B(O)O)[CH:39]=2)[CH:34]=[CH:33]1. Product: [NH:32]1[C:40]2[C:35](=[CH:36][CH:37]=[C:38]([C:2]3[C:7]([CH:8]([CH2:13][CH2:14][CH3:15])[C:9]([O:11][CH3:12])=[O:10])=[C:6]([CH3:16])[N:5]=[C:4]([C:17]4[CH:22]=[CH:21][CH:20]=[CH:19][CH:18]=4)[N:3]=3)[CH:39]=2)[CH:34]=[CH:33]1. The catalyst class is: 659. (10) Reactant: [Br:1][C:2]1[CH:10]=[C:9]2[C:5]([C:6]([CH:11]=[O:12])=[CH:7][NH:8]2)=[CH:4][CH:3]=1.[H-].[Na+].[Cl:15][C:16]([Cl:42])([Cl:41])[C:17]([N:19]1[CH2:24][CH2:23][N:22]([C:25]2[CH:26]=[C:27]([S:37](Cl)(=[O:39])=[O:38])[CH:28]=[CH:29][C:30]=2[O:31][CH2:32][C:33]([F:36])([F:35])[F:34])[CH2:21][CH2:20]1)=[O:18]. Product: [Br:1][C:2]1[CH:10]=[C:9]2[C:5]([C:6]([CH:11]=[O:12])=[CH:7][N:8]2[S:37]([C:27]2[CH:28]=[CH:29][C:30]([O:31][CH2:32][C:33]([F:34])([F:35])[F:36])=[C:25]([N:22]3[CH2:23][CH2:24][N:19]([C:17](=[O:18])[C:16]([Cl:42])([Cl:15])[Cl:41])[CH2:20][CH2:21]3)[CH:26]=2)(=[O:38])=[O:39])=[CH:4][CH:3]=1. The catalyst class is: 1.